From a dataset of NCI-60 drug combinations with 297,098 pairs across 59 cell lines. Regression. Given two drug SMILES strings and cell line genomic features, predict the synergy score measuring deviation from expected non-interaction effect. Drug 1: CN1C2=C(C=C(C=C2)N(CCCl)CCCl)N=C1CCCC(=O)O.Cl. Synergy scores: CSS=7.47, Synergy_ZIP=-2.71, Synergy_Bliss=1.30, Synergy_Loewe=-0.791, Synergy_HSA=0.737. Drug 2: COCCOC1=C(C=C2C(=C1)C(=NC=N2)NC3=CC=CC(=C3)C#C)OCCOC.Cl. Cell line: A549.